Dataset: Catalyst prediction with 721,799 reactions and 888 catalyst types from USPTO. Task: Predict which catalyst facilitates the given reaction. (1) Product: [CH3:4][CH2:3][CH2:2][CH2:7][CH2:6][CH3:5].[C:13]([O:15][CH2:16][CH3:17])(=[O:14])[CH3:12]. The catalyst class is: 332. Reactant: F[C:2]1[CH:3]=[C:4]([CH2:12][C:13]([OH:15])=[O:14])[CH:5]=[CH:6][C:7]=1C(F)(F)F.[CH2:16](N(CC)CC)[CH3:17].C(Cl)(=O)C(C)(C)C.C([C@@H]1COC(=O)N1)C1C=CC=CC=1.C([Li])CCC.[NH4+].[Cl-]. (2) Reactant: [C:1]1([CH2:7][S:8]([N:11]2[CH:15]=[CH:14][C:13](/[CH:16]=[CH:17]/[C:18]([OH:20])=O)=[CH:12]2)(=[O:10])=[O:9])[CH:6]=[CH:5][CH:4]=[CH:3][CH:2]=1.O.ON1C2C=CC=CC=2N=N1.Cl.CN(C)CCCN=C=NCC.[O:44]1[CH2:49][CH2:48][CH2:47][CH2:46][CH:45]1[O:50][NH2:51]. Product: [C:1]1([CH2:7][S:8]([N:11]2[CH:15]=[CH:14][C:13](/[CH:16]=[CH:17]/[C:18]([NH:51][O:50][CH:45]3[CH2:46][CH2:47][CH2:48][CH2:49][O:44]3)=[O:20])=[CH:12]2)(=[O:9])=[O:10])[CH:2]=[CH:3][CH:4]=[CH:5][CH:6]=1. The catalyst class is: 289. (3) Reactant: [Cl:1][C:2]1[C:7]([C:8]([F:11])([F:10])[F:9])=[CH:6][CH:5]=[CH:4][C:3]=1[N:12]1[CH2:17][CH2:16][N:15](C(OC(C)(C)C)=O)[CH2:14][CH2:13]1.C(O)(C(F)(F)F)=O.CO. Product: [Cl:1][C:2]1[C:7]([C:8]([F:9])([F:10])[F:11])=[CH:6][CH:5]=[CH:4][C:3]=1[N:12]1[CH2:13][CH2:14][NH:15][CH2:16][CH2:17]1. The catalyst class is: 2. (4) Reactant: Br[CH2:2][C:3]([O:5][CH3:6])=[O:4].C([O-])([O-])=O.[K+].[K+].[Cl:13][C:14]1[C:15]([O:42][CH3:43])=[CH:16][C:17]2[O:22][CH:21]([C:23]([N:25]3[CH2:30][CH2:29][C:28]([CH2:33][C:34]4[CH:39]=[CH:38][C:37]([F:40])=[CH:36][CH:35]=4)([C:31]#[N:32])[CH2:27][CH2:26]3)=[O:24])[CH2:20][NH:19][C:18]=2[CH:41]=1. Product: [CH3:6][O:5][C:3](=[O:4])[CH2:2][N:19]1[C:18]2[CH:41]=[C:14]([Cl:13])[C:15]([O:42][CH3:43])=[CH:16][C:17]=2[O:22][CH:21]([C:23]([N:25]2[CH2:26][CH2:27][C:28]([C:31]#[N:32])([CH2:33][C:34]3[CH:35]=[CH:36][C:37]([F:40])=[CH:38][CH:39]=3)[CH2:29][CH2:30]2)=[O:24])[CH2:20]1. The catalyst class is: 3.